Regression. Given two drug SMILES strings and cell line genomic features, predict the synergy score measuring deviation from expected non-interaction effect. From a dataset of NCI-60 drug combinations with 297,098 pairs across 59 cell lines. Synergy scores: CSS=20.0, Synergy_ZIP=5.08, Synergy_Bliss=3.92, Synergy_Loewe=-5.56, Synergy_HSA=-4.19. Drug 1: C1=CC(=CC=C1CC(C(=O)O)N)N(CCCl)CCCl.Cl. Cell line: COLO 205. Drug 2: CCC(=C(C1=CC=CC=C1)C2=CC=C(C=C2)OCCN(C)C)C3=CC=CC=C3.C(C(=O)O)C(CC(=O)O)(C(=O)O)O.